Predict which catalyst facilitates the given reaction. From a dataset of Catalyst prediction with 721,799 reactions and 888 catalyst types from USPTO. (1) Reactant: C1(C(=[N:14][C:15]2[C:16](=[O:45])[N:17]([CH2:37][CH2:38][C:39]3[CH:44]=[CH:43][CH:42]=[CH:41][CH:40]=3)[C:18]([C:22]3[CH:27]=[CH:26][CH:25]=[C:24]([O:28][CH2:29][C:30]4[CH:35]=[CH:34][CH:33]=[CH:32][CH:31]=4)[C:23]=3[F:36])=[N:19][C:20]=2[CH3:21])C2C=CC=CC=2)C=CC=CC=1.Cl. Product: [NH2:14][C:15]1[C:16](=[O:45])[N:17]([CH2:37][CH2:38][C:39]2[CH:44]=[CH:43][CH:42]=[CH:41][CH:40]=2)[C:18]([C:22]2[CH:27]=[CH:26][CH:25]=[C:24]([O:28][CH2:29][C:30]3[CH:35]=[CH:34][CH:33]=[CH:32][CH:31]=3)[C:23]=2[F:36])=[N:19][C:20]=1[CH3:21]. The catalyst class is: 1. (2) Reactant: [C:1]1([C:7]2[C:15](C)=[C:14]([C:17]([O-:19])=O)[CH:13]=[CH:12][C:8]=2[C:9]([O-:11])=[O:10])[CH:6]=[CH:5][CH:4]=[CH:3][CH:2]=1.B.[CH2:21]1COCC1. Product: [CH3:21][O:11][C:9](=[O:10])[C:8]1[CH:12]=[CH:13][C:14]([CH2:17][OH:19])=[CH:15][C:7]=1[C:1]1[CH:6]=[CH:5][CH:4]=[CH:3][CH:2]=1. The catalyst class is: 1.